Dataset: Caco-2 cell permeability data measuring drug intestinal absorption for ~900 compounds. Task: Regression/Classification. Given a drug SMILES string, predict its absorption, distribution, metabolism, or excretion properties. Task type varies by dataset: regression for continuous measurements (e.g., permeability, clearance, half-life) or binary classification for categorical outcomes (e.g., BBB penetration, CYP inhibition). For this dataset (caco2_wang), we predict Y. (1) The drug is CCC(=O)C(CC(C)N(C)C)(c1ccccc1)c1ccccc1. The Y is -4.66 log Papp (cm/s). (2) The drug is COc1ccc(-c2oc3c(CC=C(C)C)c(O[C@@H]4O[C@H](CO)[C@@H](O)[C@H](O)[C@H]4O)cc(O)c3c(=O)c2O[C@H]2O[C@H](C)[C@@H](O)[C@H](O)[C@@H]2O)cc1. The Y is -6.23 log Papp (cm/s). (3) The compound is CN(C)CCCN1c2ccccc2Sc2ccccc21. The Y is -4.38 log Papp (cm/s). (4) The molecule is COC(=O)/C=C/CNC(=O)CN1C(=O)[C@@H](COC(=O)Nc2ccc(Cl)cc2C(F)(F)F)N=C(c2ccccc2)c2ccccc21. The Y is -5.42 log Papp (cm/s).